Dataset: NCI-60 drug combinations with 297,098 pairs across 59 cell lines. Task: Regression. Given two drug SMILES strings and cell line genomic features, predict the synergy score measuring deviation from expected non-interaction effect. (1) Drug 1: CCC1=C2N=C(C=C(N2N=C1)NCC3=C[N+](=CC=C3)[O-])N4CCCCC4CCO. Drug 2: CN1C=C(C=N1)C2=C3N=C(C(=C(N3N=C2)N)Br)C4CCCNC4. Cell line: UACC62. Synergy scores: CSS=56.2, Synergy_ZIP=-2.43, Synergy_Bliss=1.48, Synergy_Loewe=-14.5, Synergy_HSA=4.54. (2) Cell line: SF-268. Drug 2: CC12CCC3C(C1CCC2O)C(CC4=C3C=CC(=C4)O)CCCCCCCCCS(=O)CCCC(C(F)(F)F)(F)F. Drug 1: CN1C2=C(C=C(C=C2)N(CCCl)CCCl)N=C1CCCC(=O)O.Cl. Synergy scores: CSS=-0.522, Synergy_ZIP=1.01, Synergy_Bliss=0.591, Synergy_Loewe=-2.69, Synergy_HSA=-2.42. (3) Drug 1: CC(C1=C(C=CC(=C1Cl)F)Cl)OC2=C(N=CC(=C2)C3=CN(N=C3)C4CCNCC4)N. Drug 2: CC1=C2C(C(=O)C3(C(CC4C(C3C(C(C2(C)C)(CC1OC(=O)C(C(C5=CC=CC=C5)NC(=O)OC(C)(C)C)O)O)OC(=O)C6=CC=CC=C6)(CO4)OC(=O)C)O)C)O. Cell line: LOX IMVI. Synergy scores: CSS=27.7, Synergy_ZIP=-1.03, Synergy_Bliss=0.802, Synergy_Loewe=1.44, Synergy_HSA=2.98. (4) Drug 1: CN1CCC(CC1)COC2=C(C=C3C(=C2)N=CN=C3NC4=C(C=C(C=C4)Br)F)OC. Drug 2: CC1C(C(=O)NC(C(=O)N2CCCC2C(=O)N(CC(=O)N(C(C(=O)O1)C(C)C)C)C)C(C)C)NC(=O)C3=C4C(=C(C=C3)C)OC5=C(C(=O)C(=C(C5=N4)C(=O)NC6C(OC(=O)C(N(C(=O)CN(C(=O)C7CCCN7C(=O)C(NC6=O)C(C)C)C)C)C(C)C)C)N)C. Cell line: HCT-15. Synergy scores: CSS=14.6, Synergy_ZIP=-3.63, Synergy_Bliss=1.01, Synergy_Loewe=0.0411, Synergy_HSA=-0.115. (5) Synergy scores: CSS=46.5, Synergy_ZIP=-7.05, Synergy_Bliss=-6.07, Synergy_Loewe=-4.87, Synergy_HSA=-1.99. Cell line: UACC62. Drug 2: CN(CCCl)CCCl.Cl. Drug 1: CC1C(C(CC(O1)OC2CC(CC3=C2C(=C4C(=C3O)C(=O)C5=C(C4=O)C(=CC=C5)OC)O)(C(=O)CO)O)N)O.Cl. (6) Cell line: COLO 205. Drug 1: CCC1(CC2CC(C3=C(CCN(C2)C1)C4=CC=CC=C4N3)(C5=C(C=C6C(=C5)C78CCN9C7C(C=CC9)(C(C(C8N6C)(C(=O)OC)O)OC(=O)C)CC)OC)C(=O)OC)O.OS(=O)(=O)O. Drug 2: CC1CCC2CC(C(=CC=CC=CC(CC(C(=O)C(C(C(=CC(C(=O)CC(OC(=O)C3CCCCN3C(=O)C(=O)C1(O2)O)C(C)CC4CCC(C(C4)OC)O)C)C)O)OC)C)C)C)OC. Synergy scores: CSS=-1.20, Synergy_ZIP=0.903, Synergy_Bliss=-0.0933, Synergy_Loewe=-3.06, Synergy_HSA=-3.12. (7) Drug 1: CC1C(C(CC(O1)OC2CC(CC3=C2C(=C4C(=C3O)C(=O)C5=C(C4=O)C(=CC=C5)OC)O)(C(=O)CO)O)N)O.Cl. Drug 2: C1=C(C(=O)NC(=O)N1)F. Cell line: TK-10. Synergy scores: CSS=36.5, Synergy_ZIP=-0.503, Synergy_Bliss=-2.74, Synergy_Loewe=-1.76, Synergy_HSA=-0.502.